This data is from Forward reaction prediction with 1.9M reactions from USPTO patents (1976-2016). The task is: Predict the product of the given reaction. (1) Given the reactants [Br:1][C:2]1[CH:3]=[CH:4][CH:5]=[C:6]2[C:28]=1[C:9]1([CH2:14][CH2:13][N:12]([C:15](=[O:27])[NH:16][CH:17]3[CH:24]4[CH2:25][CH:20]5[CH2:21][CH:22]([CH2:26][CH:18]3[CH2:19]5)[CH2:23]4)[CH2:11][CH2:10]1)[CH2:8][CH:7]2[CH:29]([CH3:35])[C:30]([O:32]CC)=[O:31].O[Li].O, predict the reaction product. The product is: [Br:1][C:2]1[CH:3]=[CH:4][CH:5]=[C:6]2[C:28]=1[C:9]1([CH2:10][CH2:11][N:12]([C:15](=[O:27])[NH:16][CH:17]3[CH:18]4[CH2:26][CH:22]5[CH2:21][CH:20]([CH2:25][CH:24]3[CH2:23]5)[CH2:19]4)[CH2:13][CH2:14]1)[CH2:8][CH:7]2[CH:29]([CH3:35])[C:30]([OH:32])=[O:31]. (2) Given the reactants [F:1][C@H:2]1[CH2:19][C@@:17]2([CH3:18])[C@@H:13]([CH2:14][CH2:15][C:16]2=[O:20])[C@H:12]2[C@H:3]1[C@@H:4]1[C:9]([CH2:10][C@H:11]2[CH3:21])=[CH:8][C:7](=[O:22])[CH2:6][CH2:5]1.S(=O)(=O)(O)O, predict the reaction product. The product is: [F:1][C@H:2]1[CH2:19][C@@:17]2([CH3:18])[C@@H:13]([CH2:14][CH2:15][C@@H:16]2[OH:20])[C@H:12]2[C@H:3]1[C@@H:4]1[C:9]([CH2:10][C@H:11]2[CH3:21])=[CH:8][C:7](=[O:22])[CH2:6][CH2:5]1. (3) Given the reactants Cl[C:2]1[N:7]2[CH:8]=[CH:9][N:10]=[C:6]2[CH:5]=[C:4]([C:11]2[CH:12]=[N:13][N:14]([CH3:16])[CH:15]=2)[N:3]=1.[C:17]([CH2:19][C:20]1([N:31]2[CH:35]=[C:34](B3OC(C)(C)C(C)(C)O3)[CH:33]=[N:32]2)[CH2:23][N:22]([C:24]([O:26][C:27]([CH3:30])([CH3:29])[CH3:28])=[O:25])[CH2:21]1)#[N:18].[O-]P([O-])([O-])=O.[K+].[K+].[K+].O1CCOCC1, predict the reaction product. The product is: [C:17]([CH2:19][C:20]1([N:31]2[CH:35]=[C:34]([C:2]3[N:7]4[CH:8]=[CH:9][N:10]=[C:6]4[CH:5]=[C:4]([C:11]4[CH:12]=[N:13][N:14]([CH3:16])[CH:15]=4)[N:3]=3)[CH:33]=[N:32]2)[CH2:23][N:22]([C:24]([O:26][C:27]([CH3:30])([CH3:29])[CH3:28])=[O:25])[CH2:21]1)#[N:18]. (4) The product is: [OH:12][C:13]1[CH:14]=[C:15]([CH:35]=[CH:36][CH:37]=1)[C:16]([NH:18][C:19]1[CH:27]=[C:26]([O:28][C:29]2[CH:34]=[CH:33][CH:32]=[CH:31][CH:30]=2)[CH:25]=[CH:24][C:20]=1[C:21]([OH:23])=[O:22])=[O:17]. Given the reactants CO.C(=O)([O-])[O-].[K+].[K+].C([O:12][C:13]1[CH:14]=[C:15]([CH:35]=[CH:36][CH:37]=1)[C:16]([NH:18][C:19]1[CH:27]=[C:26]([O:28][C:29]2[CH:34]=[CH:33][CH:32]=[CH:31][CH:30]=2)[CH:25]=[CH:24][C:20]=1[C:21]([OH:23])=[O:22])=[O:17])(=O)C.C(O)(=O)CC(CC(O)=O)(C(O)=O)O, predict the reaction product. (5) Given the reactants [CH:1]([C:4]1[CH:5]=[CH:6][C:7]([S:10]([N:13]([CH2:22][C:23](O)=[O:24])[C:14]2[CH:15]=[N:16][C:17]([O:20][CH3:21])=[CH:18][CH:19]=2)(=[O:12])=[O:11])=[N:8][CH:9]=1)([CH3:3])[CH3:2].[CH2:26]([NH:28][CH2:29][C:30]1[CH:35]=[CH:34][CH:33]=[C:32]([CH3:36])[N:31]=1)[CH3:27], predict the reaction product. The product is: [CH2:26]([N:28]([CH2:29][C:30]1[CH:35]=[CH:34][CH:33]=[C:32]([CH3:36])[N:31]=1)[C:23](=[O:24])[CH2:22][N:13]([S:10]([C:7]1[CH:6]=[CH:5][C:4]([CH:1]([CH3:2])[CH3:3])=[CH:9][N:8]=1)(=[O:11])=[O:12])[C:14]1[CH:15]=[N:16][C:17]([O:20][CH3:21])=[CH:18][CH:19]=1)[CH3:27].